This data is from Forward reaction prediction with 1.9M reactions from USPTO patents (1976-2016). The task is: Predict the product of the given reaction. (1) Given the reactants [NH:1]1[CH2:6][CH2:5][CH2:4][CH:3]([N:7]2[C:11]3=[C:12]4[CH:18]=[CH:17][NH:16][C:13]4=[N:14][CH:15]=[C:10]3[NH:9][C:8]2=[O:19])[CH2:2]1.Br[CH2:21][C:22]([O:24][CH2:25][CH3:26])=[O:23].C([O-])([O-])=O.[K+].[K+].[I-].[K+], predict the reaction product. The product is: [CH2:25]([O:24][C:22](=[O:23])[CH2:21][N:1]1[CH2:6][CH2:5][CH2:4][CH:3]([N:7]2[C:11]3=[C:12]4[CH:18]=[CH:17][NH:16][C:13]4=[N:14][CH:15]=[C:10]3[NH:9][C:8]2=[O:19])[CH2:2]1)[CH3:26]. (2) Given the reactants [NH:1]1[C:5]2=[N:6][CH:7]=[C:8]([O:10][C:11]3[CH:37]=[C:36]([N:38]4[CH2:43][CH2:42][N:41]([CH2:44][C:45]5[CH2:50][CH2:49][C:48]([CH3:52])([CH3:51])[CH2:47][C:46]=5[C:53]5[CH:58]=[CH:57][C:56]([Cl:59])=[CH:55][CH:54]=5)[CH2:40][CH2:39]4)[CH:35]=[CH:34][C:12]=3[C:13]([NH:15][S:16]([C:19]3[CH:24]=[CH:23][C:22]([NH:25][CH2:26][CH:27]4[CH2:30][NH:29][CH2:28]4)=[C:21]([N+:31]([O-:33])=[O:32])[CH:20]=3)(=[O:18])=[O:17])=[O:14])[CH:9]=[C:4]2[CH:3]=[CH:2]1.C(O[BH-](OC(=O)C)OC(=O)C)(=O)C.[Na+].[F:74][CH2:75][C:76](=O)[CH2:77][F:78], predict the reaction product. The product is: [Cl:59][C:56]1[CH:55]=[CH:54][C:53]([C:46]2[CH2:47][C:48]([CH3:52])([CH3:51])[CH2:49][CH2:50][C:45]=2[CH2:44][N:41]2[CH2:42][CH2:43][N:38]([C:36]3[CH:35]=[CH:34][C:12]([C:13]([NH:15][S:16]([C:19]4[CH:24]=[CH:23][C:22]([NH:25][CH2:26][CH:27]5[CH2:30][N:29]([CH:76]([CH2:77][F:78])[CH2:75][F:74])[CH2:28]5)=[C:21]([N+:31]([O-:33])=[O:32])[CH:20]=4)(=[O:18])=[O:17])=[O:14])=[C:11]([O:10][C:8]4[CH:9]=[C:4]5[CH:3]=[CH:2][NH:1][C:5]5=[N:6][CH:7]=4)[CH:37]=3)[CH2:39][CH2:40]2)=[CH:58][CH:57]=1. (3) Given the reactants CS(O[CH2:6][CH2:7][O:8][CH:9]([C:15]1[CH:20]=[CH:19][C:18]([C:21]#[N:22])=[CH:17][CH:16]=1)[C:10]1[NH:11][CH:12]=[N:13][CH:14]=1)(=O)=O, predict the reaction product. The product is: [CH:14]1[N:13]=[CH:12][N:11]2[CH2:6][CH2:7][O:8][CH:9]([C:15]3[CH:20]=[CH:19][C:18]([C:21]#[N:22])=[CH:17][CH:16]=3)[C:10]=12. (4) Given the reactants Br[C:2]1[CH:3]=[CH:4][C:5]2[N:6]([C:27]3[CH:32]=[CH:31][CH:30]=[CH:29][CH:28]=3)[C:7]3[CH:8]=[C:9]4[C:24]([CH3:26])([CH3:25])[C:23]5[C:18](=[CH:19][CH:20]=[CH:21][CH:22]=5)[C:10]4=[CH:11][C:12]=3[C:13]([CH3:17])([CH3:16])[C:14]=2[CH:15]=1.[CH3:33][C:34]1([CH3:69])[CH:46]=[C:45]2[C:37](=[C:38]3[C:43]([NH:44]2)=[CH:42][C:41]2=[CH:47][C:48]4[C:53]([C:40]2=[CH:39]3)=[CH:52][C:51](B2OC(C)(C)C(C)(C)O2)=[CH:50][CH:49]=4)[CH:36]([C:63]2[CH:68]=[CH:67][CH:66]=[CH:65][CH:64]=2)[CH2:35]1.C(=O)([O-])[O-].[K+].[K+].C1(C)C=CC=CC=1, predict the reaction product. The product is: [CH3:33][C:34]1([CH3:69])[CH:46]=[C:45]2[C:37](=[C:38]3[C:43]([NH:44]2)=[CH:42][C:41]2=[CH:47][C:48]4[C:53]([C:40]2=[CH:39]3)=[CH:52][C:51]([C:2]2[CH:3]=[CH:4][C:5]3[N:6]([C:27]5[CH:32]=[CH:31][CH:30]=[CH:29][CH:28]=5)[C:7]5[CH:8]=[C:9]6[C:24]([CH3:25])([CH3:26])[C:23]7[C:18](=[CH:19][CH:20]=[CH:21][CH:22]=7)[C:10]6=[CH:11][C:12]=5[C:13]([CH3:16])([CH3:17])[C:14]=3[CH:15]=2)=[CH:50][CH:49]=4)[CH:36]([C:63]2[CH:64]=[CH:65][CH:66]=[CH:67][CH:68]=2)[CH2:35]1. (5) Given the reactants [C:1]([C:5]1[N:6]=[C:7]2[C:12]([C:13]#[N:14])=[C:11]([CH3:15])[C:10]([C:16]3[CH:21]=[CH:20][CH:19]=[CH:18][CH:17]=3)=[C:9](Cl)[N:8]2[CH:23]=1)([CH3:4])([CH3:3])[CH3:2].C(N(CC)CC)C.[NH:31]1[CH2:36][CH2:35][NH:34][CH2:33][CH2:32]1.O, predict the reaction product. The product is: [C:1]([C:5]1[N:6]=[C:7]2[C:12]([C:13]#[N:14])=[C:11]([CH3:15])[C:10]([C:16]3[CH:21]=[CH:20][CH:19]=[CH:18][CH:17]=3)=[C:9]([N:31]3[CH2:36][CH2:35][NH:34][CH2:33][CH2:32]3)[N:8]2[CH:23]=1)([CH3:4])([CH3:3])[CH3:2]. (6) Given the reactants [CH3:1][O:2][C:3]1[C:8]2[O:9][C:10]3[CH:15]=[CH:14][C:13](N)=[CH:12][C:11]=3[C:7]=2[C:6]([C:17]([OH:19])=[O:18])=[CH:5][CH:4]=1.Cl.O.N([O-])=O.[Na+].C(=O)([O-])[O-].[Na+].[Na+].[C:32]([Cu])#[N:33].[C-]#N.[Na+], predict the reaction product. The product is: [CH3:1][O:2][C:3]1[C:8]2[O:9][C:10]3[CH:15]=[CH:14][C:13]([C:32]#[N:33])=[CH:12][C:11]=3[C:7]=2[C:6]([C:17]([OH:19])=[O:18])=[CH:5][CH:4]=1. (7) Given the reactants [CH3:1][O:2][C:3]1[CH:8]=[CH:7][C:6]([C:9]2([C:48]3[CH:53]=[CH:52][C:51]([O:54][CH3:55])=[CH:50][CH:49]=3)[C:21]3[CH:20]=[C:19]([N:22]([C:29]4[CH:34]=[CH:33][CH:32]=[CH:31][CH:30]=4)[C:23]4[CH:28]=[CH:27][CH:26]=[CH:25][CH:24]=4)[CH:18]=[CH:17][C:16]=3[C:15]3[C:10]2=[CH:11][C:12]([N:35]([C:42]2[CH:47]=[CH:46][CH:45]=[CH:44][CH:43]=2)[C:36]2[CH:41]=[CH:40][CH:39]=[CH:38][CH:37]=2)=[CH:13][CH:14]=3)=[CH:5][CH:4]=1.B(Br)(Br)Br.Cl, predict the reaction product. The product is: [CH:15]([C:16]1[CH:17]=[CH:18][C:19]([CH2:1][O:2][C:3]2[CH:4]=[CH:5][C:6]([C:9]3([C:48]4[CH:49]=[CH:50][C:51]([O:54][CH2:55][C:3]5[CH:4]=[CH:5][C:6]([CH:9]=[CH2:10])=[CH:7][CH:8]=5)=[CH:52][CH:53]=4)[C:10]4[CH:11]=[C:12]([N:35]([C:42]5[CH:43]=[CH:44][CH:45]=[CH:46][CH:47]=5)[C:36]5[CH:41]=[CH:40][CH:39]=[CH:38][CH:37]=5)[CH:13]=[CH:14][C:15]=4[C:16]4[C:21]3=[CH:20][C:19]([N:22]([C:29]3[CH:34]=[CH:33][CH:32]=[CH:31][CH:30]=3)[C:23]3[CH:28]=[CH:27][CH:26]=[CH:25][CH:24]=3)=[CH:18][CH:17]=4)=[CH:7][CH:8]=2)=[CH:20][CH:21]=1)=[CH2:14].